Dataset: Reaction yield outcomes from USPTO patents with 853,638 reactions. Task: Predict the reaction yield, written as a fraction of the theoretical maximum amount of product (1.0 means a 100% yield; for example, 0.34 means a 34% yield). (1) The reactants are [OH:1][C:2]1[CH:3]=[C:4]2[C:9](=[CH:10][CH:11]=1)[C@@H:8]([CH2:12][CH2:13][Br:14])[NH:7][CH2:6][CH2:5]2.[F:15][C:16]([F:21])([F:20])[C:17]([NH2:19])=[O:18].C(=O)([O-])[O-].[K+].[K+].[CH3:28][N:29]([CH3:33])[C:30](Cl)=[O:31].O. The catalyst is CN(C)C=O. The product is [CH3:28][N:29]([CH3:33])[C:30]([O:1][C:2]1[CH:3]=[C:4]2[C:9](=[CH:10][CH:11]=1)[C@@H:8]([CH2:12][CH2:13][Br:14])[NH:7][CH2:6][CH2:5]2)=[O:31].[F:15][C:16]([F:21])([F:20])[C:17]([NH2:19])=[O:18]. The yield is 0.520. (2) The reactants are [CH:1]([N:4]1[CH:12]=[N:11][C:10]2[C:5]1=[N:6][CH:7]=[N:8][C:9]=2[C:13]1[CH:18]=[CH:17][C:16]([O:19]C2CCCCO2)=[CH:15][CH:14]=1)([CH3:3])[CH3:2].Cl. The catalyst is O1CCOCC1. The product is [CH:1]([N:4]1[CH:12]=[N:11][C:10]2[C:5]1=[N:6][CH:7]=[N:8][C:9]=2[C:13]1[CH:14]=[CH:15][C:16]([OH:19])=[CH:17][CH:18]=1)([CH3:3])[CH3:2]. The yield is 0.940. (3) The reactants are C([O:3][C:4]([CH:6]1[CH2:11][CH2:10][C:9]([F:13])([F:12])[CH2:8][CH2:7]1)=O)C.[H-].C([Al+]CC(C)C)C(C)C.C1(C)C=CC=CC=1.[Cl-].[NH4+].Cl. The catalyst is C1(C)C=CC=CC=1. The product is [F:12][C:9]1([F:13])[CH2:10][CH2:11][CH:6]([CH:4]=[O:3])[CH2:7][CH2:8]1. The yield is 0.570. (4) The reactants are [C:1]([CH2:3][C:4]1[CH:5]=[C:6]([CH:11]=[CH:12][CH:13]=1)[C:7]([O:9][CH3:10])=[O:8])#[N:2].[H-].[Na+].Br[CH2:17][CH2:18]Br. The catalyst is CS(C)=O.O. The product is [C:1]([C:3]1([C:4]2[CH:5]=[C:6]([CH:11]=[CH:12][CH:13]=2)[C:7]([O:9][CH3:10])=[O:8])[CH2:18][CH2:17]1)#[N:2]. The yield is 0.760. (5) The reactants are [S:1](Cl)([C:4]1[C:16]2[CH:15]=[CH:14][CH:13]=[C:9]([N:10]([CH3:12])[CH3:11])[C:8]=2[CH:7]=[CH:6][CH:5]=1)(=[O:3])=[O:2].[Br:18][C:19]1[C:20]([CH3:36])=[N:21][O:22][C:23]=1[NH:24][S:25]([C:28]1[CH:32]=[CH:31][S:30][C:29]=1[C:33]([NH2:35])=[O:34])(=[O:27])=[O:26].[H-].[Na+]. The catalyst is O. The product is [Br:18][C:19]1[C:20]([CH3:36])=[N:21][O:22][C:23]=1[NH:24][S:25]([C:28]1[CH:32]=[CH:31][S:30][C:29]=1[C:33]([NH:35][S:1]([C:4]1[C:16]2[C:8](=[C:9]([N:10]([CH3:12])[CH3:11])[CH:13]=[CH:14][CH:15]=2)[CH:7]=[CH:6][CH:5]=1)(=[O:3])=[O:2])=[O:34])(=[O:27])=[O:26]. The yield is 0.340. (6) The reactants are [NH2:1][C:2]1[CH:10]=[CH:9][CH:8]=[CH:7][C:3]=1[CH2:4][CH2:5][OH:6].[C:11](Cl)(Cl)=[O:12].C1(C)C=CC=CC=1. The catalyst is C1COCC1. The product is [CH:7]1[C:3]2[CH2:4][CH2:5][O:6][C:11](=[O:12])[NH:1][C:2]=2[CH:10]=[CH:9][CH:8]=1. The yield is 0.840. (7) The reactants are [Br:1][CH2:2][CH2:3][CH2:4][C:5](Cl)=[O:6].[F:8][CH:9]([F:36])[C:10]([NH:12][C@H:13]([CH2:34][F:35])[C@H:14]([OH:33])[C:15]1[CH:20]=[CH:19][C:18]([C:21]2[CH:22]=[N:23][C:24]([CH2:27][NH:28][S:29]([CH3:32])(=[O:31])=[O:30])=[CH:25][CH:26]=2)=[CH:17][CH:16]=1)=[O:11].C(N(CC)C(C)C)(C)C. The catalyst is CN(C)C1C=CN=CC=1.CN(C)C=O. The product is [Br:1][CH2:2][CH2:3][CH2:4][C:5]([O:33][C@H:14]([C:15]1[CH:16]=[CH:17][C:18]([C:21]2[CH:22]=[N:23][C:24]([CH2:27][NH:28][S:29]([CH3:32])(=[O:30])=[O:31])=[CH:25][CH:26]=2)=[CH:19][CH:20]=1)[C@H:13]([NH:12][C:10](=[O:11])[CH:9]([F:8])[F:36])[CH2:34][F:35])=[O:6]. The yield is 0.590. (8) The product is [Cl:26][C:7]1[CH:8]=[C:3]([Cl:2])[C:4]([O:20][CH3:21])=[CH:5][C:6]=1[N:9]1[CH2:14][CH2:13][CH:12]([C:15]([O:17][CH2:18][CH3:19])=[O:16])[CH2:11][CH2:10]1. The reactants are Cl.[Cl:2][C:3]1[CH:8]=[CH:7][C:6]([N:9]2[CH2:14][CH2:13][CH:12]([C:15]([O:17][CH2:18][CH3:19])=[O:16])[CH2:11][CH2:10]2)=[CH:5][C:4]=1[O:20][CH3:21].CC(O)=O.[Cl:26]N1C(=O)CCC1=O. The catalyst is O.CCOCC. The yield is 0.700.